This data is from NCI-60 drug combinations with 297,098 pairs across 59 cell lines. The task is: Regression. Given two drug SMILES strings and cell line genomic features, predict the synergy score measuring deviation from expected non-interaction effect. (1) Drug 1: CCC(=C(C1=CC=CC=C1)C2=CC=C(C=C2)OCCN(C)C)C3=CC=CC=C3.C(C(=O)O)C(CC(=O)O)(C(=O)O)O. Drug 2: C1=CN(C=N1)CC(O)(P(=O)(O)O)P(=O)(O)O. Cell line: RPMI-8226. Synergy scores: CSS=-1.28, Synergy_ZIP=-5.38, Synergy_Bliss=-15.2, Synergy_Loewe=-5.88, Synergy_HSA=-11.4. (2) Drug 1: C1=CN(C(=O)N=C1N)C2C(C(C(O2)CO)O)O.Cl. Drug 2: CC1=C(C(=O)C2=C(C1=O)N3CC4C(C3(C2COC(=O)N)OC)N4)N. Cell line: HCT116. Synergy scores: CSS=67.4, Synergy_ZIP=0.490, Synergy_Bliss=-0.840, Synergy_Loewe=3.20, Synergy_HSA=5.42.